This data is from Experimentally validated miRNA-target interactions with 360,000+ pairs, plus equal number of negative samples. The task is: Binary Classification. Given a miRNA mature sequence and a target amino acid sequence, predict their likelihood of interaction. (1) The miRNA is hsa-miR-1252-5p with sequence AGAAGGAAAUUGAAUUCAUUUA. The protein sequence of the target gene is MKLSTSGLGQQGHEGEKCLNSELWHACAGPLVSLPSSGSRVVYFPQGHSEQVAATTNKEVDGHIPNYPSLPPQLICQLHNVTMHADVETDEVYAQMTLQPLTPEEQKETFVPIELGIPSKQPSNYFCKTLTASDTSTHGGFSVPRRAAEKVFPPLDYTLQPPAQELIARDLHDVEWKFRHIFRGQPKRHLLTTGWSVFVSAKRLVAGDSVIFIRNEKNQLFLGIRHATRPQTIVPSSVLSSDSMHIGLLAAAAHASATNSCFTVFFHPRASQSEFVIQLSKYIKAVFHTRISVGMRFRML.... Result: 0 (no interaction). (2) The miRNA is hsa-miR-3614-5p with sequence CCACUUGGAUCUGAAGGCUGCCC. The protein sequence of the target gene is MWVLTPAAFAGKLLSVFRQPLSSLWRSLVPLFCWLRATFWLLATKRRKQQLVLRGPDETKEEEEDPPLPTTPTSVNYHFTRQCNYKCGFCFHTAKTSFVLPLEEAKRGLLLLKEAGMEKINFSGGEPFLQDRGEYLGKLVRFCKVELRLPSVSIVSNGSLIRERWFQNYGEYLDILAISCDSFDEEVNVLIGRGQGKKNHVENLQKLRRWCRDYRVAFKINSVINRFNVEEDMTEQIKALNPVRWKVFQCLLIEGENCGEDALREAERFVIGDEEFERFLERHKEVSCLVPESNQKMKDS.... Result: 0 (no interaction). (3) The miRNA is hsa-miR-506-5p with sequence UAUUCAGGAAGGUGUUACUUAA. The protein sequence of the target gene is MAARTAFGAVCRRLWQGLGNFSVNTSKGNTAKNGGLLLSTNMKWVQFSNLHVDVPKDLTKPVVTISDEPDILYKRLSVLVKGHDKAVLDSYEYFAVLAAKELGISIKVHEPPRKIERFTLLQSVHIYKKHRVQYEMRTLYRCLELEHLTGSTADVYLEYIQRNLPEGVAMEVTKTQLEQLPEHIKEPIWETLSEEKEESKS. Result: 1 (interaction).